This data is from Full USPTO retrosynthesis dataset with 1.9M reactions from patents (1976-2016). The task is: Predict the reactants needed to synthesize the given product. (1) Given the product [F:8][C:9]1[CH:15]=[CH:14][C:12]([NH:13][C:1]2([C:20]#[N:21])[CH2:6][CH2:5][CH2:4][CH2:3][CH2:2]2)=[CH:11][CH:10]=1, predict the reactants needed to synthesize it. The reactants are: [C:1]1(=O)[CH2:6][CH2:5][CH2:4][CH2:3][CH2:2]1.[F:8][C:9]1[CH:15]=[CH:14][C:12]([NH2:13])=[CH:11][CH:10]=1.C[Si]([C:20]#[N:21])(C)C. (2) Given the product [CH3:23][N:24]1[CH:28]=[C:27]([CH2:29][NH:30][C:19]([C:17]2[S:16][C:11]3[N:10]([C:9](=[O:22])[N:8]([CH2:1][C:2]4[CH:7]=[CH:6][CH:5]=[CH:4][CH:3]=4)[C:13](=[O:14])[C:12]=3[CH3:15])[CH:18]=2)=[O:20])[CH:26]=[N:25]1, predict the reactants needed to synthesize it. The reactants are: [CH2:1]([N:8]1[C:13](=[O:14])[C:12]([CH3:15])=[C:11]2[S:16][C:17]([C:19](O)=[O:20])=[CH:18][N:10]2[C:9]1=[O:22])[C:2]1[CH:7]=[CH:6][CH:5]=[CH:4][CH:3]=1.[CH3:23][N:24]1[CH:28]=[C:27]([CH2:29][NH2:30])[CH:26]=[N:25]1.O.ON1C2C=CC=CC=2N=N1.Cl.CN(C)CCCN=C=NCC. (3) Given the product [OH:66][CH2:65][CH2:64][CH2:63][CH2:62][N:60]1[CH:61]=[C:57]([C:54]2[N:53]=[C:52]([C:67](=[O:68])[NH:69][CH3:70])[C:51]([NH:50][C:26]3[C:27]([C:28]([F:29])([F:30])[F:31])=[CH:22][N:23]=[C:24]([NH:32][C:33]4[CH:47]=[CH:46][C:36]([CH2:37][P:38](=[O:45])([O:42][CH2:43][CH3:44])[O:39][CH2:40][CH3:41])=[CH:35][C:34]=4[O:48][CH3:49])[N:25]=3)=[CH:56][CH:55]=2)[CH:58]=[N:59]1, predict the reactants needed to synthesize it. The reactants are: OCCCN1C=C(C2C=CC(N[C:22]3[C:27]([C:28]([F:31])([F:30])[F:29])=[CH:26][N:25]=[C:24]([NH:32][C:33]4[CH:47]=[CH:46][C:36]([CH2:37][P:38](=[O:45])([O:42][CH2:43][CH3:44])[O:39][CH2:40][CH3:41])=[CH:35][C:34]=4[O:48][CH3:49])[N:23]=3)=C3C=2CN(C)C3=O)C=N1.[NH2:50][C:51]1[C:52]([C:67]([NH:69][CH3:70])=[O:68])=[N:53][C:54]([C:57]2[CH:58]=[N:59][N:60]([CH2:62][CH2:63][CH2:64][CH2:65][OH:66])[CH:61]=2)=[CH:55][CH:56]=1. (4) Given the product [Cl:9][C:10]1[C:11]([O:8][C:6]2[CH:5]=[CH:4][CH:3]=[C:2]([Cl:1])[N:7]=2)=[CH:12][C:13]2[O:18][CH:17]([C:19]([F:21])([F:20])[F:22])[C:16]([C:23]([OH:25])=[O:24])=[CH:15][C:14]=2[CH:28]=1, predict the reactants needed to synthesize it. The reactants are: [Cl:1][C:2]1[N:7]=[C:6]([OH:8])[CH:5]=[CH:4][CH:3]=1.[Cl:9][C:10]1[C:11](F)=[CH:12][C:13]2[O:18][CH:17]([C:19]([F:22])([F:21])[F:20])[C:16]([C:23]([O:25]CC)=[O:24])=[CH:15][C:14]=2[CH:28]=1. (5) Given the product [Br:1][C:2]1[N:7]=[C:6]([O:8][CH3:9])[C:5]([C:18](=[O:20])[CH3:19])=[CH:4][CH:3]=1, predict the reactants needed to synthesize it. The reactants are: [Br:1][C:2]1[N:7]=[C:6]([O:8][CH3:9])[C:5](I)=[CH:4][CH:3]=1.C([Li])CCC.CN(C)[C:18](=[O:20])[CH3:19].O. (6) The reactants are: S(Cl)(Cl)=O.[CH:5]1([CH2:8][C:9]([OH:11])=O)[CH2:7][CH2:6]1.[Cl:12][C:13]1[C:18]([N:19]2[CH2:24][CH2:23][CH:22]([C:25]3[CH:30]=[CH:29][CH:28]=[C:27]([O:31][CH3:32])[CH:26]=3)[CH2:21][CH2:20]2)=[CH:17][N:16]=[N:15][C:14]=1[NH:33][NH2:34].C(=O)(O)[O-].[Na+]. Given the product [Cl:12][C:13]1[C:18]([N:19]2[CH2:20][CH2:21][CH:22]([C:25]3[CH:30]=[CH:29][CH:28]=[C:27]([O:31][CH3:32])[CH:26]=3)[CH2:23][CH2:24]2)=[CH:17][N:16]=[N:15][C:14]=1[NH:33][NH:34][C:9](=[O:11])[CH2:8][CH:5]1[CH2:6][CH2:7]1, predict the reactants needed to synthesize it. (7) Given the product [F:20][C:14]1[C:13]2[O:12][C:11]3[C:6](=[CH:7][C:8]([C:29]4[C:24]([F:23])=[N:25][CH:26]=[CH:27][CH:28]=4)=[CH:9][CH:10]=3)[C@@:5]3([CH2:4][S:3][C:2]([NH2:1])=[N:22]3)[C:18]=2[CH:17]=[C:16]([C:38]2[N:43]=[CH:42][CH:41]=[CH:40][N:39]=2)[CH:15]=1, predict the reactants needed to synthesize it. The reactants are: [NH2:1][C:2]1[S:3][CH2:4][C@@:5]2([N:22]=1)[C:18]1[CH:17]=[C:16](O)[CH:15]=[C:14]([F:20])[C:13]=1[O:12][C:11]1[C:6]2=[CH:7][C:8](Br)=[CH:9][CH:10]=1.[F:23][C:24]1[C:29](B(O)O)=[CH:28][CH:27]=[CH:26][N:25]=1.C([Sn](CCCC)(CCCC)[C:38]1[N:43]=[CH:42][CH:41]=[CH:40][N:39]=1)CCC. (8) Given the product [CH2:1]([C@@H:8]1[CH2:12][O:11][C:10](=[O:13])[N:9]1[C:14]([C@H:16]1[CH2:21][C@H:20]2[C@H:18]([CH2:19]2)[C@@H:17]1[O:22][Si:37]([C:40]([CH3:43])([CH3:42])[CH3:41])([CH3:39])[CH3:38])=[O:15])[C:2]1[CH:7]=[CH:6][CH:5]=[CH:4][CH:3]=1, predict the reactants needed to synthesize it. The reactants are: [CH2:1]([C@@H:8]1[CH2:12][O:11][C:10](=[O:13])[N:9]1[C:14]([C@H:16]1[CH2:21][C@H:20]2[C@H:18]([CH2:19]2)[C@@H:17]1[OH:22])=[O:15])[C:2]1[CH:7]=[CH:6][CH:5]=[CH:4][CH:3]=1.N1C(C)=CC=CC=1C.FC(F)(F)S(O[Si:37]([C:40]([CH3:43])([CH3:42])[CH3:41])([CH3:39])[CH3:38])(=O)=O.O. (9) Given the product [F:20][C:16]1[CH:15]=[C:14]2[C:19]([C:11]([C:9]3[CH:8]=[CH:7][C:6]4[S:2](=[O:1])(=[O:29])[N:3]([CH3:30])[C:4](=[O:28])[C:5]=4[CH:10]=3)=[CH:12][N:13]2[C:21]([O:23][C:24]([CH3:25])([CH3:26])[CH3:27])=[O:22])=[CH:18][CH:17]=1, predict the reactants needed to synthesize it. The reactants are: [O:1]=[S:2]1(=[O:29])[C:6]2[CH:7]=[CH:8][C:9]([C:11]3[C:19]4[C:14](=[CH:15][C:16]([F:20])=[CH:17][CH:18]=4)[N:13]([C:21]([O:23][C:24]([CH3:27])([CH3:26])[CH3:25])=[O:22])[CH:12]=3)=[CH:10][C:5]=2[C:4](=[O:28])[NH:3]1.[C:30]([O-])([O-])=O.[K+].[K+].CI. (10) Given the product [Cl:1][C:2]1[CH:7]=[C:6]([NH:17][C:15]2[C:14]([CH3:21])=[N:13][N:12]([CH3:11])[CH:16]=2)[N:5]=[CH:4][C:3]=1[C:9]#[N:10], predict the reactants needed to synthesize it. The reactants are: [Cl:1][C:2]1[CH:7]=[C:6](Cl)[N:5]=[CH:4][C:3]=1[C:9]#[N:10].[CH3:11][N:12]1[CH:16]=[C:15]([NH:17]C(=O)C)[C:14]([CH3:21])=[N:13]1.CC1(C)C2C=CC=C(P(C3C=CC=CC=3)C3C=CC=CC=3)C=2OC2C1=CC=CC=2P(C1C=CC=CC=1)C1C=CC=CC=1.C(=O)([O-])[O-].[Cs+].[Cs+].O.[OH-].[Li+].